From a dataset of Full USPTO retrosynthesis dataset with 1.9M reactions from patents (1976-2016). Predict the reactants needed to synthesize the given product. (1) Given the product [F:1][C:2]1[CH:18]=[CH:17][CH:16]=[CH:15][C:3]=1[C:4]1[NH:14][C:12](=[O:13])[C:11]2[CH:10]=[CH:9][S:8][C:7]=2[N:6]=1, predict the reactants needed to synthesize it. The reactants are: [F:1][C:2]1[CH:18]=[CH:17][CH:16]=[CH:15][C:3]=1[C:4]([NH:6][C:7]1[S:8][CH:9]=[CH:10][C:11]=1[C:12]([NH2:14])=[O:13])=O.Cl. (2) The reactants are: [Cl:1][C:2]1[CH:3]=[C:4]([CH:13]2[CH2:18][CH2:17][CH2:16][CH2:15][CH2:14]2)[C:5]2[O:9][CH:8]([CH2:10][OH:11])[CH2:7][C:6]=2[CH:12]=1.[C:19]1([CH3:29])[CH:24]=[CH:23][C:22]([S:25](Cl)(=[O:27])=[O:26])=[CH:21][CH:20]=1.C(N(C(C)C)CC)(C)C. Given the product [CH3:29][C:19]1[CH:24]=[CH:23][C:22]([S:25]([O:11][CH2:10][CH:8]2[CH2:7][C:6]3[CH:12]=[C:2]([Cl:1])[CH:3]=[C:4]([CH:13]4[CH2:14][CH2:15][CH2:16][CH2:17][CH2:18]4)[C:5]=3[O:9]2)(=[O:27])=[O:26])=[CH:21][CH:20]=1, predict the reactants needed to synthesize it. (3) Given the product [CH3:17][C:10]1[CH:9]=[C:8]([CH:6]([N:22]2[CH:23]=[CH:24][C:20]([C:19]([F:26])([F:25])[F:18])=[N:21]2)[CH3:7])[CH:13]=[CH:12][C:11]=1[N+:14]([O-:16])=[O:15], predict the reactants needed to synthesize it. The reactants are: CS(O[CH:6]([C:8]1[CH:13]=[CH:12][C:11]([N+:14]([O-:16])=[O:15])=[C:10]([CH3:17])[CH:9]=1)[CH3:7])(=O)=O.[F:18][C:19]([F:26])([F:25])[C:20]1[CH:24]=[CH:23][NH:22][N:21]=1.C(=O)([O-])[O-].[K+].[K+].C1OCCOCCOCCOCCOCCOC1. (4) Given the product [Br:11][C:12]1[CH:17]=[CH:16][C:15]([C:18]2[O:1][N:2]=[C:3]([C:4]3[CH:5]=[N:6][CH:7]=[CH:8][CH:9]=3)[CH:19]=2)=[CH:14][CH:13]=1, predict the reactants needed to synthesize it. The reactants are: [OH:1][N:2]=[C:3](Cl)[C:4]1[CH:9]=[CH:8][CH:7]=[N:6][CH:5]=1.[Br:11][C:12]1[CH:17]=[CH:16][C:15]([C:18]#[CH:19])=[CH:14][CH:13]=1.N. (5) Given the product [NH2:1][C:4]1[CH:9]=[CH:8][CH:7]=[CH:6][C:5]=1[CH2:10][S:11]([O-:14])(=[O:12])=[O:13].[Na+:15], predict the reactants needed to synthesize it. The reactants are: [N+:1]([C:4]1[CH:9]=[CH:8][CH:7]=[CH:6][C:5]=1[CH2:10][S:11]([O-:14])(=[O:13])=[O:12])([O-])=O.[Na+:15]. (6) Given the product [CH3:1][C:2]1[CH:3]=[C:4]([CH:21]=[CH:22][C:23]=1[CH3:24])[C:5]([C:7]1[C:16](=[O:17])[C:15]2[CH:14]=[C:13]3[O:18][CH2:19][O:20][C:12]3=[CH:11][C:10]=2[N:9]([CH2:29][C:30]2[CH:31]=[N:32][CH:33]=[CH:34][CH:35]=2)[CH:8]=1)=[O:6], predict the reactants needed to synthesize it. The reactants are: [CH3:1][C:2]1[CH:3]=[C:4]([CH:21]=[CH:22][C:23]=1[CH3:24])[C:5]([C:7]1[C:16](=[O:17])[C:15]2[CH:14]=[C:13]3[O:18][CH2:19][O:20][C:12]3=[CH:11][C:10]=2[NH:9][CH:8]=1)=[O:6].[H-].[Na+].Br.Br[CH2:29][C:30]1[CH:31]=[N:32][CH:33]=[CH:34][CH:35]=1. (7) The reactants are: [N:1]1[C:10]2[CH:9]=[CH:8][N:7]=[C:6]([NH2:11])[C:5]=2[CH:4]=[CH:3][CH:2]=1.Br[CH:13]([CH3:21])[C:14](=O)[C:15]([O:17][CH2:18]C)=[O:16]. Given the product [CH3:21][C:13]1[N:7]2[C:6]([C:5]3[CH:4]=[CH:3][CH:2]=[N:1][C:10]=3[CH:9]=[CH:8]2)=[N:11][C:14]=1[C:15]([O:17][CH3:18])=[O:16], predict the reactants needed to synthesize it. (8) Given the product [Br:1][C:2]1[CH:3]=[C:4]2[C:5]([CH:6]=[N:14][NH:15]2)=[C:8]([O:10][CH3:11])[CH:9]=1, predict the reactants needed to synthesize it. The reactants are: [Br:1][C:2]1[CH:9]=[C:8]([O:10][CH3:11])[C:5]([CH:6]=O)=[C:4](F)[CH:3]=1.O.[NH2:14][NH2:15]. (9) Given the product [Cl:1][C:2]1[CH:7]=[C:6]([CH:5]=[C:4]([Cl:9])[C:3]=1[NH:10][C:11]1[C:20]2[CH:21]=[CH:22][N:23]=[C:24]([O:25][CH2:26][CH3:27])[C:19]=2[C:18]2[C:13](=[CH:14][CH:15]=[N:16][CH:17]=2)[N:12]=1)[C:51]([O:52][CH3:53])=[O:73].[Cl:28][C:29]1[CH:34]=[C:33]([CH:32]=[C:31]([Cl:36])[C:30]=1[NH:37][C:38]1[C:47]2[CH:48]=[CH:49][N:50]=[C:51]([O:52][CH3:53])[C:46]=2[C:45]2[C:40](=[CH:41][CH:42]=[N:43][CH:44]=2)[N:39]=1)[C:72]([O:25][CH3:24])=[O:73], predict the reactants needed to synthesize it. The reactants are: [Cl:1][C:2]1[CH:7]=[C:6](I)[CH:5]=[C:4]([Cl:9])[C:3]=1[NH:10][C:11]1[C:20]2[CH:21]=[CH:22][N:23]=[C:24]([O:25][CH2:26][CH3:27])[C:19]=2[C:18]2[C:13](=[CH:14][CH:15]=[N:16][CH:17]=2)[N:12]=1.[Cl:28][C:29]1[CH:34]=[C:33](I)[CH:32]=[C:31]([Cl:36])[C:30]=1[NH:37][C:38]1[C:47]2[CH:48]=[CH:49][N:50]=[C:51]([O:52][CH3:53])[C:46]=2[C:45]2[C:40](=[CH:41][CH:42]=[N:43][CH:44]=2)[N:39]=1.CN(C1C=CC=CN=1)C.C(N(C(C)C)CC)(C)C.[CH3:72][OH:73].